From a dataset of Full USPTO retrosynthesis dataset with 1.9M reactions from patents (1976-2016). Predict the reactants needed to synthesize the given product. (1) Given the product [NH2:1][CH2:2][CH:3]([N:5]1[C:14]2[C:9](=[CH:10][CH:11]=[CH:12][CH:13]=2)[CH:8]([CH2:15][OH:16])[CH2:7][CH2:6]1)[CH3:4], predict the reactants needed to synthesize it. The reactants are: [NH2:1][C:2](=O)[CH:3]([N:5]1[C:14]2[C:9](=[CH:10][CH:11]=[CH:12][CH:13]=2)[CH:8]([C:15](O)=[O:16])[CH2:7][CH2:6]1)[CH3:4].CSC.B. (2) Given the product [CH3:31][O:30][C:29]1[C:24]([O:12][CH2:11][CH2:10][CH2:9][C:8]2[C:4]([CH2:1][CH2:2][CH3:3])=[N:5][N:6]([C:13]3[CH:14]=[CH:15][C:16]([C:19]([F:21])([F:22])[F:20])=[CH:17][CH:18]=3)[CH:7]=2)=[C:25]([CH2:32][C:33]([OH:35])=[O:34])[CH:26]=[CH:27][CH:28]=1, predict the reactants needed to synthesize it. The reactants are: [CH2:1]([C:4]1[C:8]([CH2:9][CH2:10][CH2:11][OH:12])=[CH:7][N:6]([C:13]2[CH:18]=[CH:17][C:16]([C:19]([F:22])([F:21])[F:20])=[CH:15][CH:14]=2)[N:5]=1)[CH2:2][CH3:3].O[C:24]1[C:29]([O:30][CH3:31])=[CH:28][CH:27]=[CH:26][C:25]=1[CH2:32][C:33]([O:35]C)=[O:34].C(P(CCCC)CCCC)CCC.N(C(N1CCCCC1)=O)=NC(N1CCCCC1)=O. (3) Given the product [F:20][C:21]1[CH:26]=[CH:25][CH:24]=[C:23]([F:27])[C:22]=1[S:28]([NH:1][C:2]1[CH:3]=[C:4]([CH:10]=[CH:11][C:12]=1[F:13])[C:5]([O:7][CH2:8][CH3:9])=[O:6])(=[O:30])=[O:29], predict the reactants needed to synthesize it. The reactants are: [NH2:1][C:2]1[CH:3]=[C:4]([CH:10]=[CH:11][C:12]=1[F:13])[C:5]([O:7][CH2:8][CH3:9])=[O:6].N1C=CC=CC=1.[F:20][C:21]1[CH:26]=[CH:25][CH:24]=[C:23]([F:27])[C:22]=1[S:28](Cl)(=[O:30])=[O:29]. (4) Given the product [F:1][C:2]1([CH2:18][CH2:19][NH:20][C:21](=[O:26])[O:22][CH2:23][C:24]([NH:28][CH3:27])=[O:25])[CH2:3][CH2:4][N:5]([C:8]2[CH:17]=[CH:16][C:15]3[C:10](=[CH:11][CH:12]=[CH:13][CH:14]=3)[N:9]=2)[CH2:6][CH2:7]1, predict the reactants needed to synthesize it. The reactants are: [F:1][C:2]1([CH2:18][CH2:19][N:20]2[C:24](=[O:25])[CH2:23][O:22][C:21]2=[O:26])[CH2:7][CH2:6][N:5]([C:8]2[CH:17]=[CH:16][C:15]3[C:10](=[CH:11][CH:12]=[CH:13][CH:14]=3)[N:9]=2)[CH2:4][CH2:3]1.[CH3:27][NH2:28]. (5) Given the product [CH3:8][C:9]1([C:4]2[CH:5]=[CH:6][C:1]([OH:7])=[CH:2][CH:3]=2)[CH2:13][CH2:12][CH2:11][CH2:10]1, predict the reactants needed to synthesize it. The reactants are: [C:1]1([OH:7])[CH:6]=[CH:5][CH:4]=[CH:3][CH:2]=1.[CH3:8][C:9]1(O)[CH2:13][CH2:12][CH2:11][CH2:10]1.OS(O)(=O)=O. (6) Given the product [CH2:21]([NH:28][C:7]1[C:2]([F:1])=[C:3]([S:17]([NH2:20])(=[O:19])=[O:18])[C:4]([F:16])=[C:5]([F:15])[C:6]=1[S:9]([CH2:12][CH2:13][OH:14])(=[O:11])=[O:10])[C:22]1[CH:27]=[CH:26][CH:25]=[CH:24][CH:23]=1, predict the reactants needed to synthesize it. The reactants are: [F:1][C:2]1[C:7](F)=[C:6]([S:9]([CH2:12][CH2:13][OH:14])(=[O:11])=[O:10])[C:5]([F:15])=[C:4]([F:16])[C:3]=1[S:17]([NH2:20])(=[O:19])=[O:18].[CH2:21]([NH2:28])[C:22]1[CH:27]=[CH:26][CH:25]=[CH:24][CH:23]=1. (7) Given the product [Br:11][C:2]1[CH:1]=[CH:6][C:5]2[NH:7][C:8](=[O:9])[O:10][C:4]=2[CH:3]=1, predict the reactants needed to synthesize it. The reactants are: [CH:1]1[CH:2]=[CH:3][C:4]2[O:10][C:8](=[O:9])[NH:7][C:5]=2[CH:6]=1.[Br:11]N1C(=O)CCC1=O.O. (8) Given the product [CH2:19]([O:1][C:2]1[CH:3]=[C:4]([C:11]([O:13][CH2:14][CH3:15])=[O:12])[CH:5]=[C:6]2[C:10]=1[NH:9][N:8]=[CH:7]2)[CH3:20], predict the reactants needed to synthesize it. The reactants are: [OH:1][C:2]1[CH:3]=[C:4]([C:11]([O:13][CH2:14][CH3:15])=[O:12])[CH:5]=[C:6]2[C:10]=1[NH:9][N:8]=[CH:7]2.[H-].[Na+].I[CH2:19][CH3:20].